This data is from Catalyst prediction with 721,799 reactions and 888 catalyst types from USPTO. The task is: Predict which catalyst facilitates the given reaction. (1) Reactant: [OH:1][CH:2]1[CH2:7][CH2:6][CH2:5][N:4]([C:8]([O:10][C:11]([CH3:14])([CH3:13])[CH3:12])=[O:9])[CH2:3]1.[C:15]1([CH3:25])[CH:20]=[CH:19][C:18]([S:21](Cl)(=[O:23])=[O:22])=[CH:17][CH:16]=1.C(N(CC)CC)C.O. Product: [C:15]1([CH3:25])[CH:20]=[CH:19][C:18]([S:21]([O:1][CH:2]2[CH2:7][CH2:6][CH2:5][N:4]([C:8]([O:10][C:11]([CH3:14])([CH3:13])[CH3:12])=[O:9])[CH2:3]2)(=[O:23])=[O:22])=[CH:17][CH:16]=1. The catalyst class is: 22. (2) Reactant: [F:1][C:2]1[CH:3]=[C:4]2[C:11]([C:12]3[N:13]=[N:14][C:15]4[C:20]5([CH2:22][CH2:21]5)[C:19](=[O:23])[NH:18][C:16]=4[N:17]=3)=[N:10][NH:9][C:5]2=[N:6][C:7]=1[CH3:8].C(=O)([O-])[O-].[Cs+].[Cs+].Br[CH2:31][C:32]1[CH:37]=[CH:36][C:35]([CH3:38])=[C:34]([F:39])[C:33]=1[F:40]. Product: [F:39][C:34]1[C:33]([F:40])=[C:32]([CH3:31])[CH:37]=[CH:36][C:35]=1[CH2:38][N:9]1[C:5]2=[N:6][C:7]([CH3:8])=[C:2]([F:1])[CH:3]=[C:4]2[C:11]([C:12]2[N:13]=[N:14][C:15]3[C:20]4([CH2:22][CH2:21]4)[C:19](=[O:23])[NH:18][C:16]=3[N:17]=2)=[N:10]1. The catalyst class is: 39. (3) Reactant: [Cl:1][C:2]1[CH:3]=[C:4]([CH:18]=[C:19]([Cl:21])[CH:20]=1)[O:5][C:6]1[C:7]([CH2:16][CH3:17])=[N:8][N:9]([CH2:13][CH2:14][NH2:15])[C:10]=1[CH2:11][CH3:12].Cl.CN(C)CCCN=C=NCC.[CH3:34][O:35][CH2:36][C:37](O)=[O:38]. Product: [Cl:1][C:2]1[CH:3]=[C:4]([CH:18]=[C:19]([Cl:21])[CH:20]=1)[O:5][C:6]1[C:7]([CH2:16][CH3:17])=[N:8][N:9]([CH2:13][CH2:14][NH:15][C:37](=[O:38])[CH2:36][O:35][CH3:34])[C:10]=1[CH2:11][CH3:12]. The catalyst class is: 119. (4) The catalyst class is: 5. Reactant: C(OC(=O)[NH:7][C@@H:8]1[CH2:12][CH2:11][N:10]([C:13]2[CH:18]=[CH:17][N:16]=[C:15]([NH:19][CH2:20][CH:21]([CH3:23])[CH3:22])[N:14]=2)[CH2:9]1)(C)(C)C.Cl. Product: [NH2:7][C@@H:8]1[CH2:12][CH2:11][N:10]([C:13]2[CH:18]=[CH:17][N:16]=[C:15]([NH:19][CH2:20][CH:21]([CH3:23])[CH3:22])[N:14]=2)[CH2:9]1. (5) The catalyst class is: 15. Product: [Br:32][C:11]1[C:12](=[O:22])[N:13]([CH2:14][CH2:15][C:16]2[CH:21]=[CH:20][CH:19]=[CH:18][CH:17]=2)[C:8]([C:4]2[CH:5]=[CH:6][CH:7]=[C:2]([F:1])[C:3]=2[O:24][CH2:25][C:26]2[CH:27]=[CH:28][CH:29]=[CH:30][CH:31]=2)=[N:9][C:10]=1[CH3:23]. Reactant: [F:1][C:2]1[C:3]([O:24][CH2:25][C:26]2[CH:31]=[CH:30][CH:29]=[CH:28][CH:27]=2)=[C:4]([C:8]2[N:13]([CH2:14][CH2:15][C:16]3[CH:21]=[CH:20][CH:19]=[CH:18][CH:17]=3)[C:12](=[O:22])[CH:11]=[C:10]([CH3:23])[N:9]=2)[CH:5]=[CH:6][CH:7]=1.[Br:32]Br.C(OCC)(=O)C. (6) Reactant: [CH3:1][N:2]([CH3:36])[CH2:3][C:4]([NH:6][C:7]1[CH:15]=[CH:14][CH:13]=[C:12]2[C:8]=1[C:9](=[O:35])[N:10]([CH:17]([C:24]1[CH:29]=[CH:28][C:27]([O:30][CH3:31])=[C:26]([O:32][CH2:33][CH3:34])[CH:25]=1)[CH2:18][C:19]([N:21]([CH3:23])[CH3:22])=[O:20])[C:11]2=[O:16])=[O:5].[ClH:37].CCOCC. Product: [ClH:37].[CH3:36][N:2]([CH3:1])[CH2:3][C:4]([NH:6][C:7]1[CH:15]=[CH:14][CH:13]=[C:12]2[C:8]=1[C:9](=[O:35])[N:10]([CH:17]([C:24]1[CH:29]=[CH:28][C:27]([O:30][CH3:31])=[C:26]([O:32][CH2:33][CH3:34])[CH:25]=1)[CH2:18][C:19]([N:21]([CH3:22])[CH3:23])=[O:20])[C:11]2=[O:16])=[O:5]. The catalyst class is: 13. (7) Reactant: [Li][CH:2]([CH2:4][CH3:5])[CH3:3].C1CCCCC1.CN(CCN(C)C)C.[CH2:20]([N:22]([CH2:32][CH3:33])[C:23](=[O:31])C1C=CC=C(F)C=1)[CH3:21].[F:34][C:35]1C=C(C=C[CH:43]=1)C(O)=O.C(NCC)C.[Si:49](Cl)([C:52]([CH3:55])([CH3:54])[CH3:53])([CH3:51])[CH3:50].C(O)(=O)CC(CC(O)=O)(C(O)=O)O. Product: [CH3:53][C:52]([Si:49]([CH3:51])([CH3:50])[C:3]1[C:35]([F:34])=[CH:43][CH:5]=[CH:4][C:2]=1[C:23]([N:22]([CH2:20][CH3:21])[CH2:32][CH3:33])=[O:31])([CH3:55])[CH3:54]. The catalyst class is: 1. (8) Reactant: [C:1]1([NH:7][C:8](=[O:14])[O:9][C:10]([CH3:13])([CH3:12])[CH3:11])[CH:6]=[CH:5][CH:4]=[CH:3][CH:2]=1.[Li:15]CCCC. Product: [Li:15][N:7]([C:1]1[CH:6]=[CH:5][CH:4]=[CH:3][CH:2]=1)[C:8]([O:9][C:10]([CH3:11])([CH3:13])[CH3:12])=[O:14]. The catalyst class is: 605.